Dataset: KCNQ2 potassium channel screen with 302,405 compounds. Task: Binary Classification. Given a drug SMILES string, predict its activity (active/inactive) in a high-throughput screening assay against a specified biological target. (1) The drug is S(=O)(=O)(N1CCCC1)c1cc2oc(=O)n(c2cc1)CC(=O)Nc1nccc(c1)C. The result is 0 (inactive). (2) The compound is O(c1ccc(C(N2CCCC2)CNC(=O)CCNC(=O)c2c(OC)cccc2)cc1)C. The result is 0 (inactive). (3) The compound is O=C(N(CCCCC)c1c(n(CCCC)c(=O)[nH]c1=O)N)CCC(OCCOc1cc(ccc1)C)=O. The result is 0 (inactive). (4) The compound is O(C(=O)C1CCN(CC1)C(=O)CCCn1nc(n2c(c1=O)cc1occc21)CC)CC. The result is 0 (inactive). (5) The molecule is S(c1nc(NC(C)C)nc(Oc2ccc(cc2)C(OC)=O)n1)C. The result is 0 (inactive). (6) The drug is S(c1ccc(cc1)/C=C\C(=O)NC(=O)c1c(O)cccc1)C. The result is 0 (inactive). (7) The compound is S1C(SCC=C)=N/C(=C/C=C\c2occc2)C1=O. The result is 0 (inactive). (8) The drug is Clc1ccc(/C=C\C=2OC(=O)C(/N2)=C\c2occc2)cc1. The result is 0 (inactive).